Dataset: Peptide-MHC class I binding affinity with 185,985 pairs from IEDB/IMGT. Task: Regression. Given a peptide amino acid sequence and an MHC pseudo amino acid sequence, predict their binding affinity value. This is MHC class I binding data. (1) The peptide sequence is GPPQVGLSY. The MHC is HLA-B15:01 with pseudo-sequence HLA-B15:01. The binding affinity (normalized) is 0.228. (2) The peptide sequence is ATRAVMMGL. The MHC is HLA-A02:03 with pseudo-sequence HLA-A02:03. The binding affinity (normalized) is 0.797. (3) The peptide sequence is LGADSSIAY. The MHC is HLA-A30:02 with pseudo-sequence HLA-A30:02. The binding affinity (normalized) is 0.425. (4) The peptide sequence is FSSYGMHWVR. The MHC is HLA-A68:01 with pseudo-sequence HLA-A68:01. The binding affinity (normalized) is 0.759. (5) The peptide sequence is YADGGQWYN. The MHC is HLA-A26:01 with pseudo-sequence HLA-A26:01. The binding affinity (normalized) is 0.0847. (6) The peptide sequence is KQFYIFNTH. The binding affinity (normalized) is 0.0847. The MHC is HLA-A02:16 with pseudo-sequence HLA-A02:16. (7) The peptide sequence is AMFIGHATA. The MHC is HLA-B15:17 with pseudo-sequence HLA-B15:17. The binding affinity (normalized) is 0.0847. (8) The peptide sequence is FIIFLFILL. The MHC is HLA-A03:01 with pseudo-sequence HLA-A03:01. The binding affinity (normalized) is 0.366. (9) The peptide sequence is GTSKIKMKW. The MHC is HLA-B07:02 with pseudo-sequence HLA-B07:02. The binding affinity (normalized) is 0.0847. (10) The binding affinity (normalized) is 0.517. The peptide sequence is AMKRNYTVL. The MHC is H-2-Kb with pseudo-sequence H-2-Kb.